From a dataset of Reaction yield outcomes from USPTO patents with 853,638 reactions. Predict the reaction yield, written as a fraction of the theoretical maximum amount of product (1.0 means a 100% yield; for example, 0.34 means a 34% yield). The reactants are [NH2:1][C:2]1[C:7]([Cl:8])=[C:6]([O:9][CH3:10])[CH:5]=[CH:4][C:3]=1[C:11](=[O:13])[CH3:12].[CH:14]([C:17]1[N:18]=[C:19]([C:22](Cl)=[O:23])[S:20][CH:21]=1)([CH3:16])[CH3:15].C(C1C=CC(OC)=CC=1NC(C1SC=C(C(C)C)N=1)=O)(=O)C. No catalyst specified. The product is [C:11]([C:3]1[C:2]([NH:1][C:22]([C:19]2[S:20][CH:21]=[C:17]([CH:14]([CH3:16])[CH3:15])[N:18]=2)=[O:23])=[C:7]([Cl:8])[C:6]([O:9][CH3:10])=[CH:5][CH:4]=1)(=[O:13])[CH3:12]. The yield is 0.800.